This data is from Full USPTO retrosynthesis dataset with 1.9M reactions from patents (1976-2016). The task is: Predict the reactants needed to synthesize the given product. (1) Given the product [C:8]1([S:14]([NH:1][C@H:2]([CH2:3][OH:4])[C:5]([OH:7])=[O:6])(=[O:16])=[O:15])[CH:13]=[CH:12][CH:11]=[CH:10][CH:9]=1, predict the reactants needed to synthesize it. The reactants are: [NH2:1][C@@H:2]([C:5]([OH:7])=[O:6])[CH2:3][OH:4].[C:8]1([S:14](Cl)(=[O:16])=[O:15])[CH:13]=[CH:12][CH:11]=[CH:10][CH:9]=1. (2) Given the product [F:1][C:2]1[CH:9]=[CH:8][CH:7]=[CH:6][C:3]=1[CH:4]=[CH:13][C:12](=[O:11])[CH3:17], predict the reactants needed to synthesize it. The reactants are: [F:1][C:2]1[CH:9]=[CH:8][CH:7]=[CH:6][C:3]=1[CH:4]=O.C[O:11][C:12]1[CH:17]=CC=C[C:13]=1C=CC(=O)C.